From a dataset of Catalyst prediction with 721,799 reactions and 888 catalyst types from USPTO. Predict which catalyst facilitates the given reaction. (1) Reactant: [N+:1]([O-:4])(O)=[O:2].[F:5][C:6]1[CH:12]=[CH:11][C:9]([NH2:10])=[C:8]([CH3:13])[CH:7]=1. Product: [F:5][C:6]1[C:12]([N+:1]([O-:4])=[O:2])=[CH:11][C:9]([NH2:10])=[C:8]([CH3:13])[CH:7]=1. The catalyst class is: 82. (2) Reactant: [Cl:1][C:2]1[CH:7]=[CH:6][C:5]([N:8]2[CH2:14][CH2:13][CH2:12][NH:11][CH2:10][CH2:9]2)=[CH:4][CH:3]=1.[C:15]([O:19][C:20]([N:22]1[CH2:27][CH:26]2[CH:24]([O:25]2)[CH2:23]1)=[O:21])([CH3:18])([CH3:17])[CH3:16].FC(F)(F)S([O-])(=O)=O.[Ca+2].FC(F)(F)S([O-])(=O)=O. Product: [C:15]([O:19][C:20]([N:22]1[CH2:23][C@@H:24]([OH:25])[C@H:26]([N:11]2[CH2:12][CH2:13][CH2:14][N:8]([C:5]3[CH:4]=[CH:3][C:2]([Cl:1])=[CH:7][CH:6]=3)[CH2:9][CH2:10]2)[CH2:27]1)=[O:21])([CH3:18])([CH3:16])[CH3:17]. The catalyst class is: 10.